From a dataset of Full USPTO retrosynthesis dataset with 1.9M reactions from patents (1976-2016). Predict the reactants needed to synthesize the given product. The reactants are: [H-].[Na+].[F:3][C:4]([F:27])([F:26])[C:5]([C:8]1[CH:13]=[CH:12][C:11]([C:14]2[N:18]=[C:17]([C:19]3[CH:20]=[CH:21][C:22](=[O:25])[NH:23][N:24]=3)[O:16][N:15]=2)=[CH:10][CH:9]=1)([CH3:7])[CH3:6].[Cl:28][C:29]1[CH:34]=[CH:33][C:32]([CH2:35]Cl)=[CH:31][N:30]=1.O. Given the product [Cl:28][C:29]1[N:30]=[CH:31][C:32]([CH2:35][N:23]2[C:22](=[O:25])[CH:21]=[CH:20][C:19]([C:17]3[O:16][N:15]=[C:14]([C:11]4[CH:12]=[CH:13][C:8]([C:5]([CH3:6])([CH3:7])[C:4]([F:3])([F:26])[F:27])=[CH:9][CH:10]=4)[N:18]=3)=[N:24]2)=[CH:33][CH:34]=1, predict the reactants needed to synthesize it.